From a dataset of Forward reaction prediction with 1.9M reactions from USPTO patents (1976-2016). Predict the product of the given reaction. (1) Given the reactants [Si]([O:8][CH2:9][C:10]1([CH3:38])[S:16][CH2:15][CH2:14][N:13]2[C:17]([C:20]3([C:23]4[CH:28]=[CH:27][C:26]([C:29]5[C:36]([F:37])=[CH:35][C:32]([C:33]#[N:34])=[CH:31][N:30]=5)=[CH:25][CH:24]=4)[CH2:22][CH2:21]3)=[N:18][N:19]=[C:12]2[CH2:11]1)(C(C)(C)C)(C)C.[F-].C([N+](CCCC)(CCCC)CCCC)CCC.[Cl-].[NH4+], predict the reaction product. The product is: [F:37][C:36]1[C:29]([C:26]2[CH:25]=[CH:24][C:23]([C:20]3([C:17]4[N:13]5[CH2:14][CH2:15][S:16][C:10]([CH2:9][OH:8])([CH3:38])[CH2:11][C:12]5=[N:19][N:18]=4)[CH2:21][CH2:22]3)=[CH:28][CH:27]=2)=[N:30][CH:31]=[C:32]([CH:35]=1)[C:33]#[N:34]. (2) Given the reactants [F:1][C:2]1[CH:34]=[CH:33][C:5]([CH2:6][N:7]2[CH2:12][CH2:11][N:10]([C:13]([CH2:15][O:16][C:17]3[CH:22]=[CH:21][C:20]([Cl:23])=[CH:19][CH:18]=3)=[O:14])[CH2:9][CH:8]2[CH2:24][CH:25]([OH:32])[C:26]2[CH:31]=[CH:30][CH:29]=[CH:28][CH:27]=2)=[CH:4][CH:3]=1.[H-].[Na+].[CH3:37]I, predict the reaction product. The product is: [F:1][C:2]1[CH:3]=[CH:4][C:5]([CH2:6][N:7]2[CH2:12][CH2:11][N:10]([C:13]([CH2:15][O:16][C:17]3[CH:22]=[CH:21][C:20]([Cl:23])=[CH:19][CH:18]=3)=[O:14])[CH2:9][CH:8]2[CH2:24][CH:25]([O:32][CH3:37])[C:26]2[CH:27]=[CH:28][CH:29]=[CH:30][CH:31]=2)=[CH:33][CH:34]=1. (3) Given the reactants [CH3:1][CH:2]([CH3:20])[CH2:3][C:4]([NH:6][C:7]1[C:8]([C:17]([OH:19])=[O:18])=[CH:9][C:10]2[C:15]([CH:16]=1)=[CH:14][CH:13]=[CH:12][CH:11]=2)=O, predict the reaction product. The product is: [CH2:3]([C:4]1[O:18][C:17](=[O:19])[C:8]2[CH:9]=[C:10]3[C:15]([CH:14]=[CH:13][CH:12]=[CH:11]3)=[CH:16][C:7]=2[N:6]=1)[CH:2]([CH3:20])[CH3:1].